This data is from Experimentally validated miRNA-target interactions with 360,000+ pairs, plus equal number of negative samples. The task is: Binary Classification. Given a miRNA mature sequence and a target amino acid sequence, predict their likelihood of interaction. (1) The miRNA is hsa-miR-640 with sequence AUGAUCCAGGAACCUGCCUCU. The protein sequence of the target gene is MLPVLYTGLAGLLLLPLLLTCCCPYLLQDVRYFLRLANMARRVRSYRQRRPVRTILRAFLEQARKTPHKPFLLFRDETLTYAQVDRRSNQVARALHDQLGLRQGDCVALFMGNEPAYVWIWLGLLKLGCPMACLNYNIRAKSLLHCFQCCGAKVLLASPDLQEAVEEVLPTLKKDAVSVFYVSRTSNTNGVDTILDKVDGVSAEPTPESWRSEVTFTTPAVYIYTSGTTGLPKAATINHHRLWYGTGLAMSSGITAQDVIYTTMPLYHSAALMIGLHGCIVVGATLALRSKFSASQFWDD.... Result: 0 (no interaction). (2) The miRNA is hsa-miR-3185 with sequence AGAAGAAGGCGGUCGGUCUGCGG. The protein sequence of the target gene is METPFYGDEALSGLGGGASGSGGSFASPGRLFPGAPPTAAAGSMMKKDALTLSLSEQVAAALKPAAAPPPTPLRADGAPSAAPPDGLLASPDLGLLKLASPELERLIIQSNGLVTTTPTSSQFLYPKVAASEEQEFAEGFVKALEDLHKQNQLGAGAAAAAAAAAAGGPSGTATGSAPPGELAPAAAAPEAPVYANLSSYAGGAGGAGGAATVAFAAEPVPFPPPPPPGALGPPRLAALKDEPQTVPDVPSFGESPPLSPIDMDTQERIKAERKRLRNRIAASKCRKRKLERISRLEEKV.... Result: 1 (interaction). (3) Result: 0 (no interaction). The protein sequence of the target gene is MERSGQRVTTWDCDQGKHSDSDYREDGMDLGSDAGSSSSSSRASSQSNSTKVTPCSECKSSSSPGGSLDLVSALEDYEEPFPVYQKKVIDEWAPEEDGEEEEEEDERDQRGYRDDRSPAREPGDVSARTRSGGGGGRSATTAMPPPVPNGNLHQHDPQDLRHNGNVVVAGRPSCSRGPRRAIQKPQPAGGRRSGRGPAAGGLCLQPPDGGTCVPEEPPVPPMDWEALEKHLAGLQFREQEVRNQGQARTNSTSAQKNERESIRQKLALGSFFDDGPGIYTSCSKSGKPSLSSRLQSGMNL.... The miRNA is mmu-miR-467c-3p with sequence AUAUACAUACACACACCUAUAC.